Dataset: Reaction yield outcomes from USPTO patents with 853,638 reactions. Task: Predict the reaction yield, written as a fraction of the theoretical maximum amount of product (1.0 means a 100% yield; for example, 0.34 means a 34% yield). The reactants are Br[C:2]1[N:6]2[C:7]3[C:12]([N:13]=[C:14]([CH3:15])[C:5]2=[C:4]([C:18]([F:21])([F:20])[F:19])[N:3]=1)=[CH:11][CH:10]=[C:9]([O:16][CH3:17])[N:8]=3.[CH3:22][O:23][C:24]1[C:29](B(O)O)=[CH:28][N:27]=[CH:26][CH:25]=1. No catalyst specified. The product is [CH3:17][O:16][C:9]1[CH:10]=[CH:11][C:12]2[N:13]=[C:14]([CH3:15])[C:5]3[N:6]([C:2]([C:25]4[CH:26]=[N:27][CH:28]=[CH:29][C:24]=4[O:23][CH3:22])=[N:3][C:4]=3[C:18]([F:21])([F:20])[F:19])[C:7]=2[N:8]=1. The yield is 0.310.